Dataset: Forward reaction prediction with 1.9M reactions from USPTO patents (1976-2016). Task: Predict the product of the given reaction. (1) Given the reactants [C:1]([O:5][C:6]([N:8]1[CH2:13][CH2:12][CH:11]([NH:14][C:15]([C:17]2[CH:25]=[CH:24][C:23]3[NH:22][C:21]4[CH2:26][CH2:27][N:28](C(OCC5C=CC=CC=5)=O)[CH2:29][C:20]=4[C:19]=3[CH:18]=2)=[O:16])[CH2:10][CH2:9]1)=[O:7])([CH3:4])([CH3:3])[CH3:2], predict the reaction product. The product is: [CH2:29]1[C:20]2[C:19]3[CH:18]=[C:17]([C:15]([NH:14][CH:11]4[CH2:10][CH2:9][N:8]([C:6]([O:5][C:1]([CH3:4])([CH3:3])[CH3:2])=[O:7])[CH2:13][CH2:12]4)=[O:16])[CH:25]=[CH:24][C:23]=3[NH:22][C:21]=2[CH2:26][CH2:27][NH:28]1. (2) Given the reactants [C:1]([C:5]1[N:10]=[C:9]([Cl:11])[C:8]([C:12]([OH:14])=O)=[CH:7][C:6]=1[I:15])([CH3:4])([CH3:3])[CH3:2].C1N=CN(C(N2C=NC=C2)=O)C=1.[NH2:28][C:29]1[N:34]=[C:33]([S:35]([NH2:38])(=[O:37])=[O:36])[CH:32]=[CH:31][CH:30]=1.[H-].[Na+].CC(O)=O, predict the reaction product. The product is: [NH2:28][C:29]1[N:34]=[C:33]([S:35]([NH:38][C:12]([C:8]2[C:9]([Cl:11])=[N:10][C:5]([C:1]([CH3:2])([CH3:3])[CH3:4])=[C:6]([I:15])[CH:7]=2)=[O:14])(=[O:37])=[O:36])[CH:32]=[CH:31][CH:30]=1. (3) The product is: [CH3:1][C:2]1[CH:8]=[CH:7][C:5]([NH:6][C:26](=[O:27])[C:25]2[CH:29]=[CH:30][CH:31]=[C:23]([C:22]([F:21])([F:32])[F:33])[CH:24]=2)=[CH:4][C:3]=1[N+:9]([O-:11])=[O:10]. Given the reactants [CH3:1][C:2]1[CH:8]=[CH:7][C:5]([NH2:6])=[CH:4][C:3]=1[N+:9]([O-:11])=[O:10].CCN(C(C)C)C(C)C.[F:21][C:22]([F:33])([F:32])[C:23]1[CH:24]=[C:25]([CH:29]=[CH:30][CH:31]=1)[C:26](Cl)=[O:27], predict the reaction product. (4) Given the reactants [CH3:1][C:2]1[O:6][N:5]=[C:4]([C:7]2[CH:12]=[CH:11][CH:10]=[CH:9][CH:8]=2)[C:3]=1[CH2:13][O:14][C:15]1[CH:23]=[CH:22][C:18]([C:19]([OH:21])=O)=[CH:17][N:16]=1.OC(C(F)(F)F)=O.[NH2:31][CH2:32][C:33]1[O:37][N:36]=[C:35]([CH:38]([CH3:40])[CH3:39])[CH:34]=1, predict the reaction product. The product is: [CH:38]([C:35]1[CH:34]=[C:33]([CH2:32][NH:31][C:19](=[O:21])[C:18]2[CH:22]=[CH:23][C:15]([O:14][CH2:13][C:3]3[C:4]([C:7]4[CH:8]=[CH:9][CH:10]=[CH:11][CH:12]=4)=[N:5][O:6][C:2]=3[CH3:1])=[N:16][CH:17]=2)[O:37][N:36]=1)([CH3:40])[CH3:39]. (5) Given the reactants [C:1]([NH:20][C@H:21]([CH2:24][CH3:25])[CH:22]=[O:23])([C:14]1[CH:19]=[CH:18][CH:17]=[CH:16][CH:15]=1)([C:8]1[CH:13]=[CH:12][CH:11]=[CH:10][CH:9]=1)[C:2]1[CH:7]=[CH:6][CH:5]=[CH:4][CH:3]=1.[CH2:26]([Mg]Br)[CH3:27].O, predict the reaction product. The product is: [C:1]([NH:20][C@H:21]([CH2:24][CH3:25])[CH:22]([OH:23])[CH2:26][CH3:27])([C:8]1[CH:13]=[CH:12][CH:11]=[CH:10][CH:9]=1)([C:14]1[CH:15]=[CH:16][CH:17]=[CH:18][CH:19]=1)[C:2]1[CH:7]=[CH:6][CH:5]=[CH:4][CH:3]=1. (6) Given the reactants [S:1]1[CH:5]=[CH:4][C:3]2[C:6]([OH:14])=[CH:7][C:8]3[C:13]([C:2]1=2)=[CH:12][CH:11]=[CH:10][CH:9]=3.CN(C=[O:19])C, predict the reaction product. The product is: [S:1]1[CH:5]=[CH:4][C:3]2[C:6](=[O:14])[C:7](=[O:19])[C:8]3[C:13]([C:2]1=2)=[CH:12][CH:11]=[CH:10][CH:9]=3. (7) Given the reactants C(N[C:9]([C:11]1[C:16]([NH:17][C:18](=[O:23])[CH2:19][CH:20]([CH3:22])[CH3:21])=[N:15][CH:14]=[CH:13][N:12]=1)=[O:10])C1C=CC=CC=1.NC1C(C(O)=[O:32])=NC=CN=1.C(N(C(C)C)CC)(C)C.C(Cl)(=O)CC(C)C, predict the reaction product. The product is: [CH3:21][CH:20]([CH3:22])[CH2:19][C:18]([NH:17][C:16]1[C:11]([C:9]([OH:10])=[O:32])=[N:12][CH:13]=[CH:14][N:15]=1)=[O:23]. (8) Given the reactants [C:1]([O:5][C:6](=[O:22])[N:7]([CH2:11][CH:12]([C:14]1[CH:19]=[CH:18][C:17]([Br:20])=[C:16]([F:21])[CH:15]=1)[OH:13])[CH2:8][CH2:9]O)([CH3:4])([CH3:3])[CH3:2].O1CCCC1.CS(Cl)(=O)=O.CCC([O-])(C)C.[K+], predict the reaction product. The product is: [C:1]([O:5][C:6]([N:7]1[CH2:8][CH2:9][O:13][CH:12]([C:14]2[CH:19]=[CH:18][C:17]([Br:20])=[C:16]([F:21])[CH:15]=2)[CH2:11]1)=[O:22])([CH3:4])([CH3:3])[CH3:2]. (9) Given the reactants [Cl:1][C:2]1[CH:7]=[CH:6][C:5]([C:8](=NC2C=C(F)C=C3C=2C=CC(=O)N3)[C:9](O)([CH2:14][O:15]C)[C:10]([F:13])([F:12])[F:11])=[C:4]([O:31][CH3:32])[C:3]=1[F:33].B.[Na].C[OH:37], predict the reaction product. The product is: [Cl:1][C:2]1[CH:7]=[CH:6][C:5]([C:8]([C:9]2([C:10]([F:11])([F:12])[F:13])[CH2:14][O:15]2)=[O:37])=[C:4]([O:31][CH3:32])[C:3]=1[F:33]. (10) Given the reactants [OH:1][C@H:2]([C@H:10]1[O:15][CH2:14][CH2:13][N:12]([CH2:16][C:17]2[CH:22]=[CH:21][C:20]([O:23][CH3:24])=[CH:19][CH:18]=2)[C:11]1=[O:25])[C:3]([O:5][C:6]([CH3:9])([CH3:8])[CH3:7])=[O:4].[Li+].[CH3:27]C([N-]C(C)C)C.CI.C(=O)(O)[O-], predict the reaction product. The product is: [OH:1][C@H:2]([C@@:10]1([CH3:27])[O:15][CH2:14][CH2:13][N:12]([CH2:16][C:17]2[CH:18]=[CH:19][C:20]([O:23][CH3:24])=[CH:21][CH:22]=2)[C:11]1=[O:25])[C:3]([O:5][C:6]([CH3:7])([CH3:8])[CH3:9])=[O:4].